Dataset: Forward reaction prediction with 1.9M reactions from USPTO patents (1976-2016). Task: Predict the product of the given reaction. (1) Given the reactants Br[CH2:2][C:3]1[CH:12]=[CH:11][C:6]([C:7]([O:9][CH3:10])=[O:8])=[CH:5][C:4]=1[O:13][CH3:14].[NH:15]1[CH2:20][CH2:19][O:18][CH2:17][CH2:16]1, predict the reaction product. The product is: [CH3:14][O:13][C:4]1[CH:5]=[C:6]([CH:11]=[CH:12][C:3]=1[CH2:2][N:15]1[CH2:20][CH2:19][O:18][CH2:17][CH2:16]1)[C:7]([O:9][CH3:10])=[O:8]. (2) Given the reactants CO[C:3]([C:5]1[C:10](F)=[CH:9][CH:8]=[C:7]([Cl:12])[N:6]=1)=[O:4].[C:13]1([OH:19])[CH:18]=[CH:17][CH:16]=[CH:15][CH:14]=1.C(=O)([O-])[O-].[K+].[K+].Cl.C(O)(=O)CC(CC(O)=O)(C(O)=O)O, predict the reaction product. The product is: [Cl:12][C:7]1[N:6]=[C:5]([CH2:3][OH:4])[C:10]([O:19][C:13]2[CH:18]=[CH:17][CH:16]=[CH:15][CH:14]=2)=[CH:9][CH:8]=1. (3) Given the reactants FC(F)(F)S(O[C:7]1[C:8]2[S:23][CH2:22][CH2:21][CH2:20][C:9]=2[N:10]=[C:11]([C:13]2[CH:18]=[CH:17][CH:16]=[C:15]([Cl:19])[CH:14]=2)[N:12]=1)(=O)=O.[NH2:26][C:27]1[CH:32]=[CH:31][C:30]([CH2:33][C:34]([NH2:36])=[O:35])=[CH:29][CH:28]=1, predict the reaction product. The product is: [Cl:19][C:15]1[CH:14]=[C:13]([C:11]2[N:12]=[C:7]([NH:26][C:27]3[CH:28]=[CH:29][C:30]([CH2:33][C:34]([NH2:36])=[O:35])=[CH:31][CH:32]=3)[C:8]3[S:23][CH2:22][CH2:21][CH2:20][C:9]=3[N:10]=2)[CH:18]=[CH:17][CH:16]=1. (4) Given the reactants [O:1]=[C:2]1[NH:6][C:5](=[O:7])[C:4]2([CH2:12][CH2:11][N:10](C(OCC3C=CC=CC=3)=O)[CH2:9][CH2:8]2)[NH:3]1.C(OC(N1CCCCC1=O)=O)C1C=CC=CC=1.[H][H].N1CC(=O)NC1=O, predict the reaction product. The product is: [NH:3]1[C:4]2([CH2:12][CH2:11][NH:10][CH2:9][CH2:8]2)[C:5](=[O:7])[NH:6][C:2]1=[O:1]. (5) Given the reactants CC1(C)C(C)(C)OB([C:9]2[CH:10]=[CH:11][C:12]([NH2:15])=[N:13][CH:14]=2)O1.Br[C:18]1[CH:23]=[CH:22][N:21]=[N:20][CH:19]=1.[O-]P([O-])([O-])=O.[K+].[K+].[K+].O1CCOCC1, predict the reaction product. The product is: [N:20]1[CH:19]=[CH:18][C:23]([C:9]2[CH:10]=[CH:11][C:12]([NH2:15])=[N:13][CH:14]=2)=[CH:22][N:21]=1. (6) Given the reactants [C:1]([O:5][C:6](=[O:34])[NH:7][CH:8]1[CH2:13][CH2:12][CH:11]([NH:14][CH2:15][C:16]2[CH:17]=[C:18]([C:24]3[CH:29]=[CH:28][C:27]([S:30]([CH3:33])(=[O:32])=[O:31])=[CH:26][CH:25]=3)[CH:19]=[CH:20][C:21]=2[O:22][CH3:23])[CH2:10][CH2:9]1)([CH3:4])([CH3:3])[CH3:2].[Cl:35][C:36]1[C:37]2[C:47]([F:48])=[CH:46][CH:45]=[C:44]([F:49])[C:38]=2[S:39][C:40]=1[C:41](Cl)=[O:42], predict the reaction product. The product is: [C:1]([O:5][C:6](=[O:34])[NH:7][CH:8]1[CH2:13][CH2:12][CH:11]([N:14]([C:41]([C:40]2[S:39][C:38]3[C:44]([F:49])=[CH:45][CH:46]=[C:47]([F:48])[C:37]=3[C:36]=2[Cl:35])=[O:42])[CH2:15][C:16]2[CH:17]=[C:18]([C:24]3[CH:29]=[CH:28][C:27]([S:30]([CH3:33])(=[O:31])=[O:32])=[CH:26][CH:25]=3)[CH:19]=[CH:20][C:21]=2[O:22][CH3:23])[CH2:10][CH2:9]1)([CH3:3])([CH3:4])[CH3:2]. (7) Given the reactants [CH3:1][N:2]([CH2:4][C:5]#[CH:6])[CH3:3].C(NC(C)C)(C)C.[C:14]([C:18]1[CH:23]=[CH:22][C:21](/[C:24](/[C:41]2[CH:46]=[CH:45][C:44](I)=[CH:43][CH:42]=2)=[CH:25]/[CH2:26][O:27][C:28]2[CH:39]=[CH:38][C:31]([O:32][CH2:33][C:34]([O:36][CH3:37])=[O:35])=[C:30]([CH3:40])[CH:29]=2)=[CH:20][CH:19]=1)([CH3:17])([CH3:16])[CH3:15], predict the reaction product. The product is: [C:14]([C:18]1[CH:19]=[CH:20][C:21](/[C:24](/[C:41]2[CH:46]=[CH:45][C:44]([C:6]#[C:5][CH2:4][N:2]([CH3:3])[CH3:1])=[CH:43][CH:42]=2)=[CH:25]/[CH2:26][O:27][C:28]2[CH:39]=[CH:38][C:31]([O:32][CH2:33][C:34]([O:36][CH3:37])=[O:35])=[C:30]([CH3:40])[CH:29]=2)=[CH:22][CH:23]=1)([CH3:17])([CH3:15])[CH3:16]. (8) The product is: [C:1]([C:4]1[CH:9]=[CH:8][C:7]([NH:10][C:11]([C:13]2[NH:14][CH:15]=[C:16]([C:18]#[N:19])[N:17]=2)=[O:12])=[C:6]([C:28]2[CH2:33][CH2:32][C:31]([CH3:35])([CH3:34])[CH2:30][CH:29]=2)[CH:5]=1)(=[O:3])[NH2:2]. Given the reactants [C:1]([C:4]1[CH:9]=[CH:8][C:7]([NH:10][C:11]([C:13]2[N:14](COCC[Si](C)(C)C)[CH:15]=[C:16]([C:18]#[N:19])[N:17]=2)=[O:12])=[C:6]([C:28]2[CH2:33][CH2:32][C:31]([CH3:35])([CH3:34])[CH2:30][CH:29]=2)[CH:5]=1)(=[O:3])[NH2:2].[F-].C([N+](CCCC)(CCCC)CCCC)CCC, predict the reaction product. (9) Given the reactants [C:1]([O:16][CH:17]([CH2:20][O:21][C:22](=[O:36])[CH2:23][CH2:24][CH2:25][CH2:26][CH2:27][CH2:28][CH2:29][CH2:30][CH2:31][CH2:32][CH2:33][CH2:34][CH3:35])[CH2:18][OH:19])(=[O:15])[CH2:2][CH2:3][CH2:4][CH2:5][CH2:6][CH2:7][CH2:8][CH2:9][CH2:10][CH2:11][CH2:12][CH2:13][CH3:14].[C:37]1([CH3:47])[CH:42]=[CH:41][C:40]([S:43](Cl)(=[O:45])=[O:44])=[CH:39][CH:38]=1.Cl, predict the reaction product. The product is: [C:1]([O:16][CH:17]([CH2:20][O:21][C:22](=[O:36])[CH2:23][CH2:24][CH2:25][CH2:26][CH2:27][CH2:28][CH2:29][CH2:30][CH2:31][CH2:32][CH2:33][CH2:34][CH3:35])[CH2:18][OH:19])(=[O:15])[CH2:2][CH2:3][CH2:4][CH2:5][CH2:6][CH2:7][CH2:8][CH2:9][CH2:10][CH2:11][CH2:12][CH2:13][CH3:14].[S:43]([C:40]1[CH:41]=[CH:42][C:37]([CH3:47])=[CH:38][CH:39]=1)([O-:15])(=[O:45])=[O:44].